This data is from Aqueous solubility values for 9,982 compounds from the AqSolDB database. The task is: Regression/Classification. Given a drug SMILES string, predict its absorption, distribution, metabolism, or excretion properties. Task type varies by dataset: regression for continuous measurements (e.g., permeability, clearance, half-life) or binary classification for categorical outcomes (e.g., BBB penetration, CYP inhibition). For this dataset (solubility_aqsoldb), we predict Y. The compound is CCCCCCCCCCCCCCCCCCCCCC(N)=O. The Y is -6.83 log mol/L.